From a dataset of Forward reaction prediction with 1.9M reactions from USPTO patents (1976-2016). Predict the product of the given reaction. (1) Given the reactants Br[C:2]1[CH:10]=[CH:9][CH:8]=[C:7]2[C:3]=1[CH:4]=[CH:5][N:6]2[S:11]([C:14]1[CH:19]=[CH:18][CH:17]=[CH:16][C:15]=1[CH3:20])(=[O:13])=[O:12].[CH3:21][CH:22]1[NH:27][CH2:26][CH2:25][NH:24][CH2:23]1, predict the reaction product. The product is: [CH3:21][CH:22]1[NH:27][CH2:26][CH2:25][N:24]([C:2]2[CH:10]=[CH:9][CH:8]=[C:7]3[C:3]=2[CH:4]=[CH:5][N:6]3[S:11]([C:14]2[CH:19]=[CH:18][CH:17]=[CH:16][C:15]=2[CH3:20])(=[O:13])=[O:12])[CH2:23]1. (2) Given the reactants [CH3:1][S:2][C:3]1[S:7][C:6]([C:8]([O:10][CH2:11][CH3:12])=[O:9])=[C:5]2[CH2:13][CH2:14][CH2:15][C:16](=[O:17])[C:4]=12.[Br:18]Br, predict the reaction product. The product is: [Br:18][CH:15]1[CH2:14][CH2:13][C:5]2=[C:6]([C:8]([O:10][CH2:11][CH3:12])=[O:9])[S:7][C:3]([S:2][CH3:1])=[C:4]2[C:16]1=[O:17].